From a dataset of Reaction yield outcomes from USPTO patents with 853,638 reactions. Predict the reaction yield, written as a fraction of the theoretical maximum amount of product (1.0 means a 100% yield; for example, 0.34 means a 34% yield). (1) The reactants are [NH2:1][C:2]1[CH:7]=[C:6]([O:8][C:9]2[CH:14]=[CH:13][C:12]([NH:15][C:16]([C:18]3([C:21]([NH:23][C:24]4[CH:29]=[CH:28][C:27]([F:30])=[CH:26][CH:25]=4)=[O:22])[CH2:20][CH2:19]3)=[O:17])=[CH:11][C:10]=2[F:31])[CH:5]=[CH:4][N:3]=1.[CH2:32]([N:34]([CH2:37][CH3:38])[CH2:35][CH3:36])C.ClC([O:42][C:43]1C=CC=C[CH:44]=1)=O.C(OCC)(=[O:51])C. The catalyst is O1CCCC1.O. The product is [F:31][C:10]1[CH:11]=[C:12]([NH:15][C:16]([C:18]2([C:21]([NH:23][C:24]3[CH:25]=[CH:26][C:27]([F:30])=[CH:28][CH:29]=3)=[O:22])[CH2:20][CH2:19]2)=[O:17])[CH:13]=[CH:14][C:9]=1[O:8][C:6]1[CH:5]=[CH:4][N:3]=[C:2]([NH:1][C:32]([N:34]2[CH2:37][CH2:38][CH:44]([CH2:43][OH:42])[CH2:36][CH2:35]2)=[O:51])[CH:7]=1. The yield is 0.720. (2) The reactants are C1C=C[NH+]=CC=1.[O-][Cr](Cl)(=O)=O.[CH2:12]([O:19][CH2:20][CH2:21][CH2:22][OH:23])[C:13]1[CH:18]=[CH:17][CH:16]=[CH:15][CH:14]=1. The catalyst is ClCCl. The product is [CH2:12]([O:19][CH2:20][CH2:21][CH:22]=[O:23])[C:13]1[CH:18]=[CH:17][CH:16]=[CH:15][CH:14]=1. The yield is 0.790. (3) The reactants are Br[C:2]1[CH:3]=[C:4]2[C:8](=[CH:9][CH:10]=1)[C@H:7]([N:11]1[CH2:14][C:13]3([CH2:19][CH2:18][N:17]([C:20]([O:22][C:23]([CH3:26])([CH3:25])[CH3:24])=[O:21])[CH2:16][CH2:15]3)[CH2:12]1)[CH2:6][CH2:5]2.C([O-])(=O)C.[K+].B1(B2OC(C)(C)C(C)(C)O2)OC(C)(C)C(C)(C)O1.[OH-].[Na+].Cl[C:53]1[CH:58]=[C:57]([CH3:59])[N:56]=[CH:55][N:54]=1.Cl. The catalyst is Cl[Pd](Cl)([P](C1C=CC=CC=1)(C1C=CC=CC=1)C1C=CC=CC=1)[P](C1C=CC=CC=1)(C1C=CC=CC=1)C1C=CC=CC=1.O. The product is [CH3:59][C:57]1[N:56]=[CH:55][N:54]=[C:53]([C:2]2[CH:3]=[C:4]3[C:8](=[CH:9][CH:10]=2)[C@H:7]([N:11]2[CH2:12][C:13]4([CH2:19][CH2:18][N:17]([C:20]([O:22][C:23]([CH3:25])([CH3:24])[CH3:26])=[O:21])[CH2:16][CH2:15]4)[CH2:14]2)[CH2:6][CH2:5]3)[CH:58]=1. The yield is 0.860. (4) The reactants are [CH3:1][S:2]([N:5]1[CH2:10][CH2:9][CH2:8][CH2:7][CH:6]1[C:11](OCC)=[O:12])(=[O:4])=[O:3].[H-].[Al+3].[Li+].[H-].[H-].[H-]. The catalyst is O1CCCC1. The product is [CH3:1][S:2]([N:5]1[CH2:10][CH2:9][CH2:8][CH2:7][CH:6]1[CH2:11][OH:12])(=[O:4])=[O:3]. The yield is 0.870. (5) The reactants are Cl.[CH2:2]([O:9][C:10]1[CH:15]=[CH:14][C:13]([NH:16][C:17]2[C:26]3[C:21](=[CH:22][C:23]([F:28])=[C:24](I)[CH:25]=3)[N:20]=[CH:19][N:18]=2)=[CH:12][CH:11]=1)[C:3]1[CH:8]=[CH:7][CH:6]=[CH:5][CH:4]=1.[O:29]1[CH2:33][CH2:32][O:31][CH:30]1[C:34]1[O:38][C:37]([Sn](CCCC)(CCCC)CCCC)=[CH:36][CH:35]=1.C(N(C(C)C)CC)(C)C. The catalyst is CN(C=O)C. The product is [CH2:2]([O:9][C:10]1[CH:15]=[CH:14][C:13]([NH:16][C:17]2[C:26]3[C:21](=[CH:22][C:23]([F:28])=[C:24]([C:37]4[O:38][C:34]([CH:30]5[O:31][CH2:32][CH2:33][O:29]5)=[CH:35][CH:36]=4)[CH:25]=3)[N:20]=[CH:19][N:18]=2)=[CH:12][CH:11]=1)[C:3]1[CH:8]=[CH:7][CH:6]=[CH:5][CH:4]=1. The yield is 0.590. (6) The reactants are Cl[CH2:2][C:3]1[CH:4]=[C:5]([O:12][CH3:13])[C:6]2[O:10][CH2:9][O:8][C:7]=2[CH:11]=1.[C-:14]#[N:15].[Na+].O. The catalyst is CS(C)=O. The product is [CH3:13][O:12][C:5]1[C:6]2[O:10][CH2:9][O:8][C:7]=2[CH:11]=[C:3]([CH2:2][C:14]#[N:15])[CH:4]=1. The yield is 0.450.